Dataset: Catalyst prediction with 721,799 reactions and 888 catalyst types from USPTO. Task: Predict which catalyst facilitates the given reaction. (1) Reactant: [CH2:1]([CH:8]1[C:14]2[CH:15]=[C:16]([O:19][CH3:20])[CH:17]=[CH:18][C:13]=2[CH2:12][CH2:11][C:10](=O)[NH:9]1)[C:2]1[CH:7]=[CH:6][CH:5]=[CH:4][CH:3]=1.O. Product: [CH2:1]([CH:8]1[C:14]2[CH:15]=[C:16]([O:19][CH3:20])[CH:17]=[CH:18][C:13]=2[CH2:12][CH2:11][CH2:10][NH:9]1)[C:2]1[CH:3]=[CH:4][CH:5]=[CH:6][CH:7]=1. The catalyst class is: 7. (2) Reactant: [Cl:1][C:2]1[CH:3]=[C:4]([CH:8]2[C:13]([C:14]([O-])=[O:15])=[C:12]([CH3:17])[NH:11][C:10]([CH3:18])=[C:9]2[C:19]([O:21][CH2:22][CH2:23][CH:24]([C:31]2[CH:36]=[CH:35][CH:34]=[CH:33][CH:32]=2)[C:25]2[CH:30]=[CH:29][CH:28]=[CH:27][CH:26]=2)=[O:20])[CH:5]=[CH:6][CH:7]=1.[CH3:37][N:38]([CH3:42])[CH2:39][CH2:40][NH2:41].Cl.CN(C)CCCN=C=NCC.C(=O)([O-])O.[Na+]. Product: [Cl:1][C:2]1[CH:3]=[C:4]([CH:8]2[C:13]([C:14](=[O:15])[NH:41][CH2:40][CH2:39][N:38]([CH3:42])[CH3:37])=[C:12]([CH3:17])[NH:11][C:10]([CH3:18])=[C:9]2[C:19]([O:21][CH2:22][CH2:23][CH:24]([C:25]2[CH:30]=[CH:29][CH:28]=[CH:27][CH:26]=2)[C:31]2[CH:32]=[CH:33][CH:34]=[CH:35][CH:36]=2)=[O:20])[CH:5]=[CH:6][CH:7]=1. The catalyst class is: 119.